This data is from Full USPTO retrosynthesis dataset with 1.9M reactions from patents (1976-2016). The task is: Predict the reactants needed to synthesize the given product. (1) Given the product [F:33][C:32]([F:35])([F:34])[C:30]([OH:36])=[O:31].[F:33][C:32]([F:35])([F:34])[C:30]([OH:36])=[O:31].[NH2:8][CH:9]1[CH2:10][N:11]([C:13]2[C:26]([C:27]#[N:28])=[CH:25][C:16]([C:17]([O:19][CH2:20][CH3:21])=[O:18])=[C:15]([CH3:29])[N:14]=2)[CH2:12]1, predict the reactants needed to synthesize it. The reactants are: C(OC([NH:8][CH:9]1[CH2:12][N:11]([C:13]2[C:26]([C:27]#[N:28])=[CH:25][C:16]([C:17]([O:19][CH2:20][C:21](C)(C)C)=[O:18])=[C:15]([CH3:29])[N:14]=2)[CH2:10]1)=O)(C)(C)C.[C:30]([OH:36])([C:32]([F:35])([F:34])[F:33])=[O:31]. (2) The reactants are: [CH3:1][CH:2]([CH3:18])[C:3]([NH:5][C:6]1[CH:11]=[CH:10][CH:9]=[C:8]([CH:12]2[CH2:17][CH2:16][NH:15][CH2:14][CH2:13]2)[CH:7]=1)=[O:4].Br[CH2:20][CH2:21][CH2:22][N:23]1[C:27](=[O:28])[C:26]2=[CH:29][CH:30]=[CH:31][CH:32]=[C:25]2[C:24]1=[O:33].C([O-])([O-])=O.[K+].[K+].[Na+].[I-]. Given the product [O:33]=[C:24]1[C:25]2[C:26](=[CH:29][CH:30]=[CH:31][CH:32]=2)[C:27](=[O:28])[N:23]1[CH2:22][CH2:21][CH2:20][N:15]1[CH2:16][CH2:17][CH:12]([C:8]2[CH:7]=[C:6]([NH:5][C:3](=[O:4])[CH:2]([CH3:18])[CH3:1])[CH:11]=[CH:10][CH:9]=2)[CH2:13][CH2:14]1, predict the reactants needed to synthesize it. (3) Given the product [Cl:1][C:2]1[CH:3]=[CH:4][CH:5]=[C:6]2[C:11]=1[C:10]([CH2:12][C:13]1[CH:14]=[C:25]([CH:18]=[CH:19][CH:20]=1)[C:24]([OH:22])=[O:26])=[N:9][NH:8][C:7]2=[O:21], predict the reactants needed to synthesize it. The reactants are: [Cl:1][C:2]1[CH:3]=[CH:4][CH:5]=[C:6]2[C:11]=1[C:10]([CH2:12][C:13]1[CH:14]=C([CH:18]=[CH:19][CH:20]=1)C#N)=[N:9][NH:8][C:7]2=[O:21].[OH-:22].[K+].[CH2:24]([OH:26])[CH3:25]. (4) Given the product [CH3:7][C:5]1[S:4][C:3]2[C:8](=[O:10])[NH:14][C:13]([C:15]([O:17][CH2:18][CH3:19])=[O:16])=[N:1][C:2]=2[CH:6]=1, predict the reactants needed to synthesize it. The reactants are: [NH2:1][C:2]1[CH:6]=[C:5]([CH3:7])[S:4][C:3]=1[C:8]([O:10]C)=O.Cl.[C:13]([C:15]([O:17][CH3:18])=[O:16])#[N:14].[C:19]([O-])(O)=O.[Na+]. (5) The reactants are: C([O:5][C:6]([C@:8]1([CH2:33][CH:34]([CH3:36])[CH3:35])[CH2:12][C@H:11]([C:13]([NH2:15])=[O:14])[C@H:10]([C:16]2[S:17][CH:18]=[CH:19][CH:20]=2)[N:9]1[C:21](=[O:32])[C:22]1[CH:27]=[CH:26][C:25]([C:28]([CH3:31])([CH3:30])[CH3:29])=[CH:24][CH:23]=1)=[O:7])(C)(C)C.[NH:37]1CC[CH2:39][CH2:38]1. Given the product [C:28]([C:25]1[CH:26]=[CH:27][C:22]([C:21]([N:9]2[C@@H:10]([C:16]3[S:17][CH:18]=[CH:19][CH:20]=3)[C@H:11]([C:13]3[O:14][N:37]=[C:38]([CH3:39])[N:15]=3)[CH2:12][C@@:8]2([CH2:33][CH:34]([CH3:36])[CH3:35])[C:6]([OH:5])=[O:7])=[O:32])=[CH:23][CH:24]=1)([CH3:30])([CH3:31])[CH3:29], predict the reactants needed to synthesize it. (6) Given the product [CH3:10][O:9][C:7](=[O:8])[C:6]1[CH:11]=[C:2]([O:1][C@@H:19]([CH3:20])[CH2:18][O:17][CH3:16])[CH:3]=[C:4]([C:12]([O:14][CH3:15])=[O:13])[CH:5]=1, predict the reactants needed to synthesize it. The reactants are: [OH:1][C:2]1[CH:3]=[C:4]([C:12]([O:14][CH3:15])=[O:13])[CH:5]=[C:6]([CH:11]=1)[C:7]([O:9][CH3:10])=[O:8].[CH3:16][O:17][CH2:18][C@H:19](O)[CH3:20].C1(P(C2C=CC=CC=2)C2C=CC=CC=2)C=CC=CC=1.